The task is: Regression. Given two drug SMILES strings and cell line genomic features, predict the synergy score measuring deviation from expected non-interaction effect.. This data is from Merck oncology drug combination screen with 23,052 pairs across 39 cell lines. (1) Drug 1: O=P1(N(CCCl)CCCl)NCCCO1. Synergy scores: synergy=13.8. Drug 2: COC1=C2CC(C)CC(OC)C(O)C(C)C=C(C)C(OC(N)=O)C(OC)C=CC=C(C)C(=O)NC(=CC1=O)C2=O. Cell line: HCT116. (2) Drug 1: CN(C)C(=N)N=C(N)N. Drug 2: CS(=O)(=O)CCNCc1ccc(-c2ccc3ncnc(Nc4ccc(OCc5cccc(F)c5)c(Cl)c4)c3c2)o1. Cell line: EFM192B. Synergy scores: synergy=3.27. (3) Drug 1: O=C(NOCC(O)CO)c1ccc(F)c(F)c1Nc1ccc(I)cc1F. Drug 2: Cn1cc(-c2cnn3c(N)c(Br)c(C4CCCNC4)nc23)cn1. Cell line: A427. Synergy scores: synergy=22.9. (4) Drug 1: CCC1=CC2CN(C1)Cc1c([nH]c3ccccc13)C(C(=O)OC)(c1cc3c(cc1OC)N(C)C1C(O)(C(=O)OC)C(OC(C)=O)C4(CC)C=CCN5CCC31C54)C2. Drug 2: CNC(=O)c1cc(Oc2ccc(NC(=O)Nc3ccc(Cl)c(C(F)(F)F)c3)cc2)ccn1. Cell line: HT144. Synergy scores: synergy=6.38. (5) Drug 1: COC1=C2CC(C)CC(OC)C(O)C(C)C=C(C)C(OC(N)=O)C(OC)C=CC=C(C)C(=O)NC(=CC1=O)C2=O. Drug 2: CCC1(O)C(=O)OCc2c1cc1n(c2=O)Cc2cc3c(CN(C)C)c(O)ccc3nc2-1. Cell line: T47D. Synergy scores: synergy=7.92. (6) Drug 1: CCC1(O)CC2CN(CCc3c([nH]c4ccccc34)C(C(=O)OC)(c3cc4c(cc3OC)N(C)C3C(O)(C(=O)OC)C(OC(C)=O)C5(CC)C=CCN6CCC43C65)C2)C1. Drug 2: Cn1c(=O)n(-c2ccc(C(C)(C)C#N)cc2)c2c3cc(-c4cnc5ccccc5c4)ccc3ncc21. Cell line: SKMES1. Synergy scores: synergy=17.4.